This data is from Forward reaction prediction with 1.9M reactions from USPTO patents (1976-2016). The task is: Predict the product of the given reaction. (1) The product is: [OH:1][CH2:2][C@@H:3]1[CH2:7][CH2:6][CH2:5][N:4]1[C:8]1[N:13]=[C:12]([NH:14][CH2:15][C:16]2[CH:21]=[CH:20][C:19]([OH:22])=[C:18]([Cl:24])[CH:17]=2)[C:11]([C:25](=[O:34])[NH:26][CH2:27][C:28]2[N:29]=[CH:30][CH:31]=[CH:32][N:33]=2)=[CH:10][N:9]=1. Given the reactants [OH:1][CH2:2][C@@H:3]1[CH2:7][CH2:6][CH2:5][N:4]1[C:8]1[N:13]=[C:12]([NH:14][CH2:15][C:16]2[CH:21]=[CH:20][C:19]([O:22]C)=[C:18]([Cl:24])[CH:17]=2)[C:11]([C:25](=[O:34])[NH:26][CH2:27][C:28]2[N:33]=[CH:32][CH:31]=[CH:30][N:29]=2)=[CH:10][N:9]=1.B(Br)(Br)Br.CO.C(=O)([O-])O.[Na+], predict the reaction product. (2) Given the reactants C([O:3][C:4](=[O:17])[CH2:5][CH2:6][C:7](=[O:16])[CH:8]=[CH:9][C:10]1[CH:15]=[CH:14][CH:13]=[CH:12][CH:11]=1)C, predict the reaction product. The product is: [O:16]=[C:7]([CH2:8][CH2:9][C:10]1[CH:11]=[CH:12][CH:13]=[CH:14][CH:15]=1)[CH2:6][CH2:5][C:4]([OH:17])=[O:3]. (3) Given the reactants [F-].C([N+](CCCC)(CCCC)CCCC)CCC.O.C(NC([N:25]1[C:33]2[C:28](=[CH:29][C:30]([O:34][C:35]3[C:36]4[CH:43]=[C:42]([C:44]5[CH:49]=[CH:48][C:47]([O:50][CH2:51][C:52]6[CH:57]=[CH:56][CH:55]=[CH:54][CH:53]=6)=[CH:46][CH:45]=5)[N:41](COCC[Si](C)(C)C)[C:37]=4[N:38]=[CH:39][N:40]=3)=[CH:31][CH:32]=2)[CH:27]=[CH:26]1)=O)C, predict the reaction product. The product is: [CH2:51]([O:50][C:47]1[CH:48]=[CH:49][C:44]([C:42]2[NH:41][C:37]3[N:38]=[CH:39][N:40]=[C:35]([O:34][C:30]4[CH:29]=[C:28]5[C:33](=[CH:32][CH:31]=4)[NH:25][CH:26]=[CH:27]5)[C:36]=3[CH:43]=2)=[CH:45][CH:46]=1)[C:52]1[CH:53]=[CH:54][CH:55]=[CH:56][CH:57]=1. (4) The product is: [O:7]1[C:11]2[CH:12]=[CH:13][C:14]([C:16]3[S:17][CH:18]=[C:19]([C:21]([NH:6][C:3]4[CH:4]=[CH:5][NH:1][N:2]=4)=[O:22])[N:20]=3)=[CH:15][C:10]=2[CH2:9][CH2:8]1. Given the reactants [NH:1]1[CH:5]=[CH:4][C:3]([NH2:6])=[N:2]1.[O:7]1[C:11]2[CH:12]=[CH:13][C:14]([C:16]3[S:17][CH:18]=[C:19]([C:21](O)=[O:22])[N:20]=3)=[CH:15][C:10]=2[CH2:9][CH2:8]1.CN(C(ON1N=NC2C=CC=CC1=2)=[N+](C)C)C.F[P-](F)(F)(F)(F)F.N1C=CC=CC=1, predict the reaction product. (5) Given the reactants Br[C:2]1[CH:3]=[C:4]2[C:8](=[CH:9][CH:10]=1)[CH2:7][CH:6]([C:11]([O:13][CH2:14][CH3:15])=[O:12])[CH2:5]2.[B:16]1([B:16]2[O:20][C:19]([CH3:22])([CH3:21])[C:18]([CH3:24])([CH3:23])[O:17]2)[O:20][C:19]([CH3:22])([CH3:21])[C:18]([CH3:24])([CH3:23])[O:17]1.CC(O[K])=O, predict the reaction product. The product is: [CH3:23][C:18]1([CH3:24])[C:19]([CH3:22])([CH3:21])[O:20][B:16]([C:2]2[CH:3]=[C:4]3[C:8](=[CH:9][CH:10]=2)[CH2:7][CH:6]([C:11]([O:13][CH2:14][CH3:15])=[O:12])[CH2:5]3)[O:17]1.